This data is from NCI-60 drug combinations with 297,098 pairs across 59 cell lines. The task is: Regression. Given two drug SMILES strings and cell line genomic features, predict the synergy score measuring deviation from expected non-interaction effect. (1) Cell line: BT-549. Drug 1: CCC1(CC2CC(C3=C(CCN(C2)C1)C4=CC=CC=C4N3)(C5=C(C=C6C(=C5)C78CCN9C7C(C=CC9)(C(C(C8N6C)(C(=O)OC)O)OC(=O)C)CC)OC)C(=O)OC)O.OS(=O)(=O)O. Synergy scores: CSS=-1.60, Synergy_ZIP=0.801, Synergy_Bliss=0.353, Synergy_Loewe=-1.51, Synergy_HSA=-1.66. Drug 2: C1CNP(=O)(OC1)N(CCCl)CCCl. (2) Cell line: SK-MEL-28. Drug 1: CCCS(=O)(=O)NC1=C(C(=C(C=C1)F)C(=O)C2=CNC3=C2C=C(C=N3)C4=CC=C(C=C4)Cl)F. Synergy scores: CSS=39.2, Synergy_ZIP=6.59, Synergy_Bliss=7.11, Synergy_Loewe=-22.7, Synergy_HSA=6.06. Drug 2: C1=CC=C(C(=C1)C(C2=CC=C(C=C2)Cl)C(Cl)Cl)Cl. (3) Drug 1: COC1=C(C=C2C(=C1)N=CN=C2NC3=CC(=C(C=C3)F)Cl)OCCCN4CCOCC4. Drug 2: CS(=O)(=O)OCCCCOS(=O)(=O)C. Cell line: HCC-2998. Synergy scores: CSS=15.7, Synergy_ZIP=-2.64, Synergy_Bliss=4.13, Synergy_Loewe=-2.57, Synergy_HSA=2.21. (4) Drug 1: COC1=CC(=CC(=C1O)OC)C2C3C(COC3=O)C(C4=CC5=C(C=C24)OCO5)OC6C(C(C7C(O6)COC(O7)C8=CC=CS8)O)O. Drug 2: C1CN1P(=S)(N2CC2)N3CC3. Cell line: A498. Synergy scores: CSS=31.1, Synergy_ZIP=-1.07, Synergy_Bliss=0.168, Synergy_Loewe=-11.0, Synergy_HSA=2.83.